This data is from NCI-60 drug combinations with 297,098 pairs across 59 cell lines. The task is: Regression. Given two drug SMILES strings and cell line genomic features, predict the synergy score measuring deviation from expected non-interaction effect. (1) Drug 1: CC1=C2C(C(=O)C3(C(CC4C(C3C(C(C2(C)C)(CC1OC(=O)C(C(C5=CC=CC=C5)NC(=O)C6=CC=CC=C6)O)O)OC(=O)C7=CC=CC=C7)(CO4)OC(=O)C)O)C)OC(=O)C. Drug 2: CS(=O)(=O)CCNCC1=CC=C(O1)C2=CC3=C(C=C2)N=CN=C3NC4=CC(=C(C=C4)OCC5=CC(=CC=C5)F)Cl. Cell line: BT-549. Synergy scores: CSS=39.0, Synergy_ZIP=3.66, Synergy_Bliss=7.60, Synergy_Loewe=-33.3, Synergy_HSA=8.50. (2) Drug 1: CC1C(C(CC(O1)OC2CC(CC3=C2C(=C4C(=C3O)C(=O)C5=C(C4=O)C(=CC=C5)OC)O)(C(=O)CO)O)N)O.Cl. Drug 2: CCC1(C2=C(COC1=O)C(=O)N3CC4=CC5=C(C=CC(=C5CN(C)C)O)N=C4C3=C2)O.Cl. Cell line: SK-OV-3. Synergy scores: CSS=18.3, Synergy_ZIP=-0.424, Synergy_Bliss=8.38, Synergy_Loewe=-10.6, Synergy_HSA=4.54. (3) Drug 1: C1=CC=C(C=C1)NC(=O)CCCCCCC(=O)NO. Drug 2: CC(C)CN1C=NC2=C1C3=CC=CC=C3N=C2N. Cell line: RXF 393. Synergy scores: CSS=6.64, Synergy_ZIP=-0.279, Synergy_Bliss=2.93, Synergy_Loewe=-0.487, Synergy_HSA=0.236. (4) Drug 1: C1=NC(=NC(=O)N1C2C(C(C(O2)CO)O)O)N. Drug 2: C1CC(=O)NC(=O)C1N2C(=O)C3=CC=CC=C3C2=O. Cell line: CAKI-1. Synergy scores: CSS=21.7, Synergy_ZIP=-0.140, Synergy_Bliss=-3.51, Synergy_Loewe=-25.9, Synergy_HSA=-4.86. (5) Drug 1: CC12CCC3C(C1CCC2O)C(CC4=C3C=CC(=C4)O)CCCCCCCCCS(=O)CCCC(C(F)(F)F)(F)F. Drug 2: C(CCl)NC(=O)N(CCCl)N=O. Cell line: SF-268. Synergy scores: CSS=14.9, Synergy_ZIP=-6.50, Synergy_Bliss=-5.35, Synergy_Loewe=-3.70, Synergy_HSA=-1.55. (6) Drug 1: CN(C)N=NC1=C(NC=N1)C(=O)N. Drug 2: C1=C(C(=O)NC(=O)N1)N(CCCl)CCCl. Cell line: NCI-H460. Synergy scores: CSS=29.2, Synergy_ZIP=-0.681, Synergy_Bliss=1.54, Synergy_Loewe=-4.64, Synergy_HSA=2.67. (7) Drug 1: CS(=O)(=O)C1=CC(=C(C=C1)C(=O)NC2=CC(=C(C=C2)Cl)C3=CC=CC=N3)Cl. Drug 2: C1C(C(OC1N2C=NC3=C2NC=NCC3O)CO)O. Cell line: KM12. Synergy scores: CSS=17.0, Synergy_ZIP=-9.68, Synergy_Bliss=-3.02, Synergy_Loewe=-11.5, Synergy_HSA=-1.37. (8) Synergy scores: CSS=6.49, Synergy_ZIP=0.759, Synergy_Bliss=4.47, Synergy_Loewe=-9.53, Synergy_HSA=-1.40. Drug 2: C1=CC=C(C(=C1)C(C2=CC=C(C=C2)Cl)C(Cl)Cl)Cl. Cell line: EKVX. Drug 1: CC1=C2C(C(=O)C3(C(CC4C(C3C(C(C2(C)C)(CC1OC(=O)C(C(C5=CC=CC=C5)NC(=O)C6=CC=CC=C6)O)O)OC(=O)C7=CC=CC=C7)(CO4)OC(=O)C)O)C)OC(=O)C. (9) Drug 1: C1CCC(C1)C(CC#N)N2C=C(C=N2)C3=C4C=CNC4=NC=N3. Drug 2: C1=NC(=NC(=O)N1C2C(C(C(O2)CO)O)O)N. Cell line: M14. Synergy scores: CSS=-12.1, Synergy_ZIP=3.93, Synergy_Bliss=-0.582, Synergy_Loewe=-13.1, Synergy_HSA=-10.2. (10) Drug 1: C1=NC2=C(N1)C(=S)N=CN2. Drug 2: C1CN(P(=O)(OC1)NCCCl)CCCl. Cell line: NCI-H460. Synergy scores: CSS=12.6, Synergy_ZIP=-1.62, Synergy_Bliss=4.04, Synergy_Loewe=-17.0, Synergy_HSA=2.94.